The task is: Predict the reactants needed to synthesize the given product.. This data is from Full USPTO retrosynthesis dataset with 1.9M reactions from patents (1976-2016). (1) Given the product [Cl:1][C:2]1[CH:7]=[CH:6][CH:5]=[CH:4][C:3]=1[C:8]1[NH:42][C:39]2[C:40]([C:9]=1[CH2:10][CH2:11][CH2:12][N:13]1[CH2:14][CH2:15][CH:16]([C:19]3[CH:20]=[C:21]([NH:25][C:26](=[O:30])[CH:27]([CH3:29])[CH3:28])[CH:22]=[CH:23][CH:24]=3)[CH2:17][CH2:18]1)=[CH:41][C:36]([O:35][C:34]([F:33])([F:44])[F:45])=[CH:37][CH:38]=2, predict the reactants needed to synthesize it. The reactants are: [Cl:1][C:2]1[CH:7]=[CH:6][CH:5]=[CH:4][C:3]=1[C:8](=O)[CH2:9][CH2:10][CH2:11][CH2:12][N:13]1[CH2:18][CH2:17][CH:16]([C:19]2[CH:20]=[C:21]([NH:25][C:26](=[O:30])[CH:27]([CH3:29])[CH3:28])[CH:22]=[CH:23][CH:24]=2)[CH2:15][CH2:14]1.Cl.[F:33][C:34]([F:45])([F:44])[O:35][C:36]1[CH:41]=[CH:40][C:39]([NH:42]N)=[CH:38][CH:37]=1. (2) Given the product [C:6]([C:7]1[C:15]2[CH:14]=[N:13][CH:12]=[N:11][C:10]=2[NH:9][CH:8]=1)#[CH:5], predict the reactants needed to synthesize it. The reactants are: C[Si]([C:5]#[C:6][C:7]1[C:15]2[CH:14]=[N:13][CH:12]=[N:11][C:10]=2[NH:9][CH:8]=1)(C)C.C(=O)([O-])[O-].[K+].[K+]. (3) Given the product [NH:3]1[C:4]2[CH:18]=[CH:17][CH:16]=[CH:15][C:5]=2[N:6]=[CH:2]1, predict the reactants needed to synthesize it. The reactants are: Cl[C:2]1[N:6](COCC[Si](C)(C)C)[C:5]2[CH:15]=[CH:16][CH:17]=[CH:18][C:4]=2[N:3]=1.N1CCC1.CCN(C(C)C)C(C)C.